This data is from Forward reaction prediction with 1.9M reactions from USPTO patents (1976-2016). The task is: Predict the product of the given reaction. Given the reactants [OH:1][CH2:2][CH2:3][CH2:4][C:5]12[CH2:12][CH2:11][C:8]([C:13]([O:15][CH3:16])=[O:14])([CH2:9][CH2:10]1)[CH2:7][CH2:6]2.N1C=CC=CC=1.[CH3:23][S:24](Cl)(=[O:26])=[O:25], predict the reaction product. The product is: [CH3:23][S:24]([O:1][CH2:2][CH2:3][CH2:4][C:5]12[CH2:10][CH2:9][C:8]([C:13]([O:15][CH3:16])=[O:14])([CH2:11][CH2:12]1)[CH2:7][CH2:6]2)(=[O:26])=[O:25].